Dataset: Full USPTO retrosynthesis dataset with 1.9M reactions from patents (1976-2016). Task: Predict the reactants needed to synthesize the given product. (1) The reactants are: [NH2:1][CH:2]1[CH2:7][CH2:6][CH:5]([C:8]([OH:17])([C:13]([F:16])([F:15])[F:14])[C:9]([F:12])([F:11])[F:10])[CH2:4][CH2:3]1.CCN(C(C)C)C(C)C.[C:27]1([S:33](Cl)(=[O:35])=[O:34])[CH:32]=[CH:31][CH:30]=[CH:29][CH:28]=1.Cl. Given the product [F:10][C:9]([F:11])([F:12])[C:8]([CH:5]1[CH2:4][CH2:3][CH:2]([NH:1][S:33]([C:27]2[CH:32]=[CH:31][CH:30]=[CH:29][CH:28]=2)(=[O:35])=[O:34])[CH2:7][CH2:6]1)([OH:17])[C:13]([F:14])([F:15])[F:16], predict the reactants needed to synthesize it. (2) The reactants are: [Cl:1][C:2]1[CH:3]=[C:4]([CH2:13]O)[CH:5]=[N:6][C:7]=1[O:8][CH2:9][CH:10]([F:12])[F:11].[C:15]1(=[O:25])[NH:19][C:18](=[O:20])[C:17]2=[CH:21][CH:22]=[CH:23][CH:24]=[C:16]12.N(C(OC(C)(C)C)=O)=NC(OC(C)(C)C)=O.C1(P(C2C=CC=CC=2)C2C=CC=CC=2)C=CC=CC=1. Given the product [Cl:1][C:2]1[CH:3]=[C:4]([CH2:13][N:19]2[C:15](=[O:25])[C:16]3[C:17](=[CH:21][CH:22]=[CH:23][CH:24]=3)[C:18]2=[O:20])[CH:5]=[N:6][C:7]=1[O:8][CH2:9][CH:10]([F:11])[F:12], predict the reactants needed to synthesize it. (3) Given the product [CH:24]1([CH2:28][NH:29][C:15]([C:16]2[C:17]([NH:18][C:13]([C:6]3[C:7]4[C:12](=[CH:11][CH:10]=[CH:9][CH:8]=4)[C:3]([O:2][CH3:1])=[CH:4][CH:5]=3)=[O:14])=[CH:19][CH:20]=[CH:21][N:22]=2)=[O:23])[CH2:27][CH2:26][CH2:25]1, predict the reactants needed to synthesize it. The reactants are: [CH3:1][O:2][C:3]1[C:12]2[C:7](=[CH:8][CH:9]=[CH:10][CH:11]=2)[C:6]([C:13]2[O:14][C:15](=[O:23])[C:16]3[N:22]=[CH:21][CH:20]=[CH:19][C:17]=3[N:18]=2)=[CH:5][CH:4]=1.[CH:24]1([CH2:28][NH2:29])[CH2:27][CH2:26][CH2:25]1. (4) Given the product [CH3:20][C:15]1([CH3:21])[C:16]([CH3:19])([CH3:18])[O:17][B:13]([C:2]2[CH:7]=[CH:6][CH:5]=[CH:4][C:3]=2[CH2:8][C:9]([O:11][CH3:12])=[O:10])[O:14]1, predict the reactants needed to synthesize it. The reactants are: Br[C:2]1[CH:7]=[CH:6][CH:5]=[CH:4][C:3]=1[CH2:8][C:9]([O:11][CH3:12])=[O:10].[B:13]1([B:13]2[O:17][C:16]([CH3:19])([CH3:18])[C:15]([CH3:21])([CH3:20])[O:14]2)[O:17][C:16]([CH3:19])([CH3:18])[C:15]([CH3:21])([CH3:20])[O:14]1.C([O-])(=O)C.[K+].O. (5) Given the product [F:1][C:2]([F:35])([F:36])[C:3]1[CH:4]=[CH:5][C:6]([C:9]2[CH:14]=[CH:13][C:12]([CH:15]([O:18][C:19]3[CH:20]=[CH:21][C:22]([C:23]([NH:25][CH2:26][CH2:27][C:28]([OH:30])=[O:29])=[O:24])=[CH:33][CH:34]=3)[CH2:16][CH3:17])=[CH:11][CH:10]=2)=[CH:7][CH:8]=1, predict the reactants needed to synthesize it. The reactants are: [F:1][C:2]([F:36])([F:35])[C:3]1[CH:8]=[CH:7][C:6]([C:9]2[CH:14]=[CH:13][C:12]([CH:15]([O:18][C:19]3[CH:34]=[CH:33][C:22]([C:23]([NH:25][CH2:26][CH2:27][C:28]([O:30]CC)=[O:29])=[O:24])=[CH:21][CH:20]=3)[CH2:16][CH3:17])=[CH:11][CH:10]=2)=[CH:5][CH:4]=1.[OH-].[Na+].Cl. (6) The reactants are: I[C:2]1[CH:7]=[CH:6][C:5]([CH3:8])=[CH:4][C:3]=1[N+:9]([O-:11])=[O:10].Br[C:13]([P:16](=[O:23])([O:20][CH2:21][CH3:22])[O:17][CH2:18][CH3:19])([F:15])[F:14]. Given the product [CH3:8][C:5]1[CH:6]=[CH:7][C:2]([C:13]([P:16](=[O:23])([O:17][CH2:18][CH3:19])[O:20][CH2:21][CH3:22])([F:15])[F:14])=[C:3]([N+:9]([O-:11])=[O:10])[CH:4]=1, predict the reactants needed to synthesize it.